This data is from Reaction yield outcomes from USPTO patents with 853,638 reactions. The task is: Predict the reaction yield, written as a fraction of the theoretical maximum amount of product (1.0 means a 100% yield; for example, 0.34 means a 34% yield). (1) The product is [C:9]([CH:8]([C:4]1[S:3][CH:7]=[CH:6][CH:5]=1)[CH2:13][CH2:14][OH:15])#[N:10]. The catalyst is CN(C=O)C. The yield is 0.430. The reactants are [BH4-].[Na+].[S:3]1[CH:7]=[CH:6][CH:5]=[C:4]1[CH2:8][C:9]#[N:10].BrC[CH2:13][CH2:14][O:15][Si](C(C)(C)C)(C)C. (2) The reactants are [Cl:1][C:2]1[C:7]([NH:8][CH2:9][CH:10]2[CH2:12][CH:11]2[C:13]2[CH:18]=[CH:17][C:16]([F:19])=[CH:15][CH:14]=2)=[CH:6][N:5]=[N:4][C:3]=1[NH:20][NH:21][C:22](=O)[CH2:23][CH:24]1[CH2:26][CH2:25]1.P(Cl)(Cl)(Cl)=O. The catalyst is C(#N)C. The product is [Cl:1][C:2]1[C:3]2[N:4]([C:22]([CH2:23][CH:24]3[CH2:26][CH2:25]3)=[N:21][N:20]=2)[N:5]=[CH:6][C:7]=1[NH:8][CH2:9][CH:10]1[CH2:12][CH:11]1[C:13]1[CH:18]=[CH:17][C:16]([F:19])=[CH:15][CH:14]=1. The yield is 0.337. (3) The reactants are C(O)(=O)C(O)=O.[CH2:7]1[C:10]2([CH2:13][NH:12][CH2:11]2)[CH2:9][O:8]1.[CH2:7]1[C:10]2([CH2:13][NH:12][CH2:11]2)[CH2:9][O:8]1.Cl[CH2:22][C:23]1[CH:28]=[CH:27][C:26]([S:29][CH:30]2[CH2:33][N:32]([C:34]([C:36]3[O:37][C:38]([C:41]4[CH:46]=[CH:45][CH:44]=[CH:43][CH:42]=4)=[N:39][N:40]=3)=[O:35])[CH2:31]2)=[CH:25][CH:24]=1.C(N(C(C)C)C(C)C)C.CO. The catalyst is CN(C=O)C. The product is [CH2:7]1[C:10]2([CH2:13][N:12]([CH2:22][C:23]3[CH:24]=[CH:25][C:26]([S:29][CH:30]4[CH2:33][N:32]([C:34]([C:36]5[O:37][C:38]([C:41]6[CH:46]=[CH:45][CH:44]=[CH:43][CH:42]=6)=[N:39][N:40]=5)=[O:35])[CH2:31]4)=[CH:27][CH:28]=3)[CH2:11]2)[CH2:9][O:8]1. The yield is 0.210. (4) The reactants are [F:1][C:2]1[CH:3]=[C:4]([C:10]2[N:11]=[C:12]([OH:19])[C:13]3[CH2:18][CH2:17][NH:16][C:14]=3[N:15]=2)[CH:5]=[CH:6][C:7]=1[O:8][CH3:9].C(N(CC)CC)C.[F:27][C:28]([F:41])([F:40])[S:29](O[S:29]([C:28]([F:41])([F:40])[F:27])(=[O:31])=[O:30])(=[O:31])=[O:30]. The catalyst is ClCCl. The product is [F:1][C:2]1[CH:3]=[C:4]([C:10]2[N:11]=[C:12]([O:19][S:29]([C:28]([F:41])([F:40])[F:27])(=[O:31])=[O:30])[C:13]3[CH2:18][CH2:17][NH:16][C:14]=3[N:15]=2)[CH:5]=[CH:6][C:7]=1[O:8][CH3:9]. The yield is 0.625. (5) The yield is 0.670. The reactants are [CH:1]([C:4]1[N:5]=[C:6]([CH2:9][CH2:10][C:11]2[CH:44]=[CH:43][N:14]3[C:15](=[O:42])[C:16]([C:25](=[O:41])[CH2:26][C:27]4[N:28]=[N:29][N:30](CC5C=CC(OC)=CC=5)[N:31]=4)=[C:17]([N:19]4[CH2:24][CH2:23][O:22][CH2:21][CH2:20]4)[N:18]=[C:13]3[CH:12]=2)[S:7][CH:8]=1)([CH3:3])[CH3:2]. The catalyst is FC(F)(F)C(O)=O. The product is [CH:1]([C:4]1[N:5]=[C:6]([CH2:9][CH2:10][C:11]2[CH:44]=[CH:43][N:14]3[C:15](=[O:42])[C:16]([C:25](=[O:41])[CH2:26][C:27]4[N:28]=[N:29][NH:30][N:31]=4)=[C:17]([N:19]4[CH2:20][CH2:21][O:22][CH2:23][CH2:24]4)[N:18]=[C:13]3[CH:12]=2)[S:7][CH:8]=1)([CH3:3])[CH3:2]. (6) The reactants are [CH2:1]([O:8][C:9]1[CH:10]=[C:11]2[C:15](=[CH:16][CH:17]=1)[N:14]([CH2:18][C:19]([OH:21])=[O:20])[CH:13]=[CH:12]2)[C:2]1[CH:7]=[CH:6][CH:5]=[CH:4][CH:3]=1.[Cl:22][C:23]1[CH:24]=[N+:25]([O-:48])[CH:26]=[C:27]([Cl:47])[C:28]=1[CH2:29][C@@H:30]([C:32]1[CH:37]=[CH:36][C:35]([O:38][CH:39]([F:41])[F:40])=[C:34]([O:42][CH2:43][CH:44]2[CH2:46][CH2:45]2)[CH:33]=1)O.C(Cl)CCl. The catalyst is C(Cl)Cl.CN(C1C=CN=CC=1)C. The product is [CH2:1]([O:8][C:9]1[CH:10]=[C:11]2[C:15](=[CH:16][CH:17]=1)[N:14]([CH2:18][C:19]([O:21][C@H:30]([C:32]1[CH:37]=[CH:36][C:35]([O:38][CH:39]([F:40])[F:41])=[C:34]([O:42][CH2:43][CH:44]3[CH2:45][CH2:46]3)[CH:33]=1)[CH2:29][C:28]1[C:27]([Cl:47])=[CH:26][N+:25]([O-:48])=[CH:24][C:23]=1[Cl:22])=[O:20])[CH:13]=[CH:12]2)[C:2]1[CH:7]=[CH:6][CH:5]=[CH:4][CH:3]=1. The yield is 0.800. (7) The product is [NH2:1][C@@H:2]([CH2:5][CH2:6][C:7]1[CH:12]=[CH:11][CH:10]=[C:9]([Cl:13])[CH:8]=1)[CH2:3][OH:4]. The reactants are [NH2:1][C@@H:2](/[CH:5]=[CH:6]/[C:7]1[CH:12]=[CH:11][CH:10]=[C:9]([Cl:13])[CH:8]=1)[CH2:3][OH:4]. The yield is 0.650. The catalyst is C(O)C.[Pt].